Dataset: Full USPTO retrosynthesis dataset with 1.9M reactions from patents (1976-2016). Task: Predict the reactants needed to synthesize the given product. (1) Given the product [C:1]([O:5][C:6]([N:8]1[CH2:13][CH2:12][N:11]2[C:14]([CH:18]([CH3:20])[CH3:19])=[N:15][CH:16]=[C:10]2[CH:9]1[CH2:21][CH2:22][C:23]1[CH:24]=[CH:25][C:26]([C:29]([F:30])([F:31])[F:32])=[CH:27][CH:28]=1)=[O:7])([CH3:3])([CH3:4])[CH3:2], predict the reactants needed to synthesize it. The reactants are: [C:1]([O:5][C:6]([N:8]1[CH2:13][CH2:12][N:11]2[C:14]([CH:18]([CH3:20])[CH3:19])=[N:15][C:16](I)=[C:10]2[CH:9]1[CH2:21][CH2:22][C:23]1[CH:28]=[CH:27][C:26]([C:29]([F:32])([F:31])[F:30])=[CH:25][CH:24]=1)=[O:7])([CH3:4])([CH3:3])[CH3:2].C([Li])CCC.O. (2) Given the product [CH3:23][O:24][C:25](=[O:30])[C:26]([O:15][C:12]1[CH:13]=[CH:14][C:9]([O:8][CH2:1][C:2]2[CH:3]=[CH:4][CH:5]=[CH:6][CH:7]=2)=[CH:10][C:11]=1[CH3:16])([CH3:28])[CH3:27], predict the reactants needed to synthesize it. The reactants are: [CH2:1]([O:8][C:9]1[CH:14]=[CH:13][C:12]([OH:15])=[C:11]([CH3:16])[CH:10]=1)[C:2]1[CH:7]=[CH:6][CH:5]=[CH:4][CH:3]=1.C(=O)([O-])[O-].[Cs+].[Cs+].[CH3:23][O:24][C:25](=[O:30])[C:26](Br)([CH3:28])[CH3:27]. (3) The reactants are: [CH3:1][C:2]1[CH:3]=[C:4]([CH:8]=[CH:9][C:10]=1[N:11]1[CH2:16][CH2:15][O:14][CH2:13][C:12]1=[O:17])[C:5]([OH:7])=O.[Cl:18][C:19]1[CH:35]=[CH:34][C:22]2[NH:23][C:24]([CH:26]([NH2:33])[C:27]3[CH:28]=[N:29][CH:30]=[CH:31][CH:32]=3)=[N:25][C:21]=2[CH:20]=1.CN(C(ON1N=NC2C=CC=CC1=2)=[N+](C)C)C.[B-](F)(F)(F)F.CCN(C(C)C)C(C)C. Given the product [Cl:18][C:19]1[CH:35]=[CH:34][C:22]2[NH:23][C:24]([CH:26]([NH:33][C:5](=[O:7])[C:4]3[CH:8]=[CH:9][C:10]([N:11]4[CH2:16][CH2:15][O:14][CH2:13][C:12]4=[O:17])=[C:2]([CH3:1])[CH:3]=3)[C:27]3[CH:28]=[N:29][CH:30]=[CH:31][CH:32]=3)=[N:25][C:21]=2[CH:20]=1, predict the reactants needed to synthesize it. (4) Given the product [Cl:11][C:10]1[C:5]2[N:6]([C:2]([C:24]3[CH:29]=[CH:28][CH:27]=[CH:26][CH:25]=3)=[C:3]([CH2:12][NH2:13])[N:4]=2)[CH:7]=[CH:8][CH:9]=1, predict the reactants needed to synthesize it. The reactants are: Br[C:2]1[N:6]2[CH:7]=[CH:8][CH:9]=[C:10]([Cl:11])[C:5]2=[N:4][C:3]=1[CH2:12][N:13]1C(=O)C2C(=CC=CC=2)C1=O.[C:24]1(B(O)O)[CH:29]=[CH:28][CH:27]=[CH:26][CH:25]=1.C1(=O)NC(=O)C2=CC=CC=C12.C(O)(C(F)(F)F)=O. (5) Given the product [F:29][C:26]([F:27])([F:28])[C:22]1[C:21]([O:30][C@H:31]2[CH2:32][CH2:33][C@@H:34]([C:37]([F:39])([F:40])[F:38])[CH2:35][CH2:36]2)=[CH:20][CH:19]=[C:18]2[C:23]=1[CH:24]=[CH:25][C:16]([C@H:14]([N:13]1[CH:11]3[CH2:10][CH2:9][CH2:8][CH:7]1[CH2:6][CH:5]([C:3]([OH:4])=[O:2])[CH2:12]3)[CH3:15])=[CH:17]2, predict the reactants needed to synthesize it. The reactants are: C[O:2][C:3]([CH:5]1[CH2:12][CH:11]2[N:13]([C@@H:14]([C:16]3[CH:25]=[CH:24][C:23]4[C:18](=[CH:19][CH:20]=[C:21]([O:30][C@H:31]5[CH2:36][CH2:35][C@@H:34]([C:37]([F:40])([F:39])[F:38])[CH2:33][CH2:32]5)[C:22]=4[C:26]([F:29])([F:28])[F:27])[CH:17]=3)[CH3:15])[CH:7]([CH2:8][CH2:9][CH2:10]2)[CH2:6]1)=[O:4].O1CCCC1.CO.[OH-].[Na+].Cl. (6) Given the product [CH3:29][O:28][Si:27]([O:32][CH3:33])([O:30][CH3:31])[CH2:26][CH2:25][CH2:24][CH2:16][C:15]([O:18][C:19]([CH3:22])([CH3:21])[CH3:20])=[O:17], predict the reactants needed to synthesize it. The reactants are: [Li+].CC([N-]C(C)C)C.C1CCCCC1.[C:15]([O:18][C:19]([CH3:22])([CH3:21])[CH3:20])(=[O:17])[CH3:16].I[CH2:24][CH2:25][CH2:26][Si:27]([O:32][CH3:33])([O:30][CH3:31])[O:28][CH3:29]. (7) Given the product [Br:1][C:2]1[CH:3]=[CH:4][C:5](/[CH:8]=[CH:9]/[C:10]([O:12][CH3:18])=[O:11])=[CH:6][CH:7]=1, predict the reactants needed to synthesize it. The reactants are: [Br:1][C:2]1[CH:7]=[CH:6][C:5](/[CH:8]=[CH:9]/[C:10]([OH:12])=[O:11])=[CH:4][CH:3]=1.S(Cl)(Cl)(=O)=O.[CH3:18]O.